Dataset: Full USPTO retrosynthesis dataset with 1.9M reactions from patents (1976-2016). Task: Predict the reactants needed to synthesize the given product. (1) Given the product [CH3:1][C:2]1[C:3]2[S:12][C:13]([NH2:14])=[N:11][C:4]=2[CH:5]=[CH:6][C:7]=1[N+:8]([O-:10])=[O:9], predict the reactants needed to synthesize it. The reactants are: [CH3:1][C:2]1[CH:3]=[C:4]([NH2:11])[CH:5]=[CH:6][C:7]=1[N+:8]([O-:10])=[O:9].[S-:12][C:13]#[N:14].[K+].BrBr. (2) Given the product [Br:1][C:2]1[N:11]=[C:5]2[CH:6]=[C:7]([NH:13][C:12](=[O:19])[O:14][C:15]([CH3:18])([CH3:17])[CH3:16])[CH:8]=[CH:9][N:4]2[N:3]=1, predict the reactants needed to synthesize it. The reactants are: [Br:1][C:2]1[N:11]=[C:5]2[CH:6]=[C:7](Br)[CH:8]=[CH:9][N:4]2[N:3]=1.[C:12](=[O:19])([O:14][C:15]([CH3:18])([CH3:17])[CH3:16])[NH2:13].C(=O)([O-])[O-].[Cs+].[Cs+]. (3) Given the product [CH3:16][O:15][C:12](=[O:14])[C:13]1[C:9]([CH3:10])=[CH:8][CH:7]=[CH:6][C:2]=1[NH2:1], predict the reactants needed to synthesize it. The reactants are: [NH2:1][C:2]1([C:10](C)=[CH:9][CH:8]=[CH:7][CH2:6]1)C(O)=O.[C:12]([O:15][CH2:16]C)(=[O:14])[CH3:13].C(O)C.C[Si](C=[N+]=[N-])(C)C.